The task is: Predict the product of the given reaction.. This data is from Forward reaction prediction with 1.9M reactions from USPTO patents (1976-2016). The product is: [C:2]([O:5][C:6]([N:8]1[CH2:9][CH2:10][CH2:11][CH2:12][C@@H:13]1[C:14](=[O:16])[NH:59][C:50](=[N:49][OH:48])[C:51]1[CH:52]=[CH:53][C:54]([O:57][CH3:58])=[CH:55][CH:56]=1)=[O:7])([CH3:1])([CH3:3])[CH3:4]. Given the reactants [CH3:1][C:2]([O:5][C:6]([N:8]1[C@@H:13]([C:14]([OH:16])=O)[CH2:12][CH2:11][CH2:10][CH2:9]1)=[O:7])([CH3:4])[CH3:3].F[P-](F)(F)(F)(F)F.CN(C(=[N+](C)C)ON1C2=NC=CC=C2N=N1)C.C(NC(C)C)(C)C.[OH:48][NH:49][C:50](=[NH:59])[C:51]1[CH:56]=[CH:55][C:54]([O:57][CH3:58])=[CH:53][CH:52]=1, predict the reaction product.